Dataset: Peptide-MHC class II binding affinity with 134,281 pairs from IEDB. Task: Regression. Given a peptide amino acid sequence and an MHC pseudo amino acid sequence, predict their binding affinity value. This is MHC class II binding data. (1) The peptide sequence is GWGNGCGLFGKGSIV. The MHC is HLA-DQA10201-DQB10301 with pseudo-sequence HLA-DQA10201-DQB10301. The binding affinity (normalized) is 0. (2) The peptide sequence is EAKYFAATQFEPLAA. The MHC is DRB1_1602 with pseudo-sequence DRB1_1602. The binding affinity (normalized) is 0.569. (3) The binding affinity (normalized) is 0.356. The peptide sequence is KWHKHYLVCNYGPSG. The MHC is DRB1_0901 with pseudo-sequence DRB1_0901. (4) The peptide sequence is RIDTPEVLKGPFTVR. The MHC is DRB1_0101 with pseudo-sequence DRB1_0101. The binding affinity (normalized) is 0.608. (5) The peptide sequence is MAFLRSVSCLAAAVF. The MHC is HLA-DQA10201-DQB10202 with pseudo-sequence HLA-DQA10201-DQB10202. The binding affinity (normalized) is 0.235. (6) The peptide sequence is RRAEPAADGVGAVSRDL. The MHC is DRB1_1501 with pseudo-sequence DRB1_1501. The binding affinity (normalized) is 0.382. (7) The peptide sequence is KPKVYQWFDLRKY. The MHC is DRB4_0101 with pseudo-sequence DRB4_0103. The binding affinity (normalized) is 0.362.